Dataset: Full USPTO retrosynthesis dataset with 1.9M reactions from patents (1976-2016). Task: Predict the reactants needed to synthesize the given product. (1) Given the product [Cl:17][C:15]1[CH:14]=[CH:13][C:9]([C:10]([NH2:12])=[O:11])=[C:8]([O:4][CH2:1][CH2:2][CH3:3])[N:16]=1, predict the reactants needed to synthesize it. The reactants are: [CH2:1]([OH:4])[CH2:2][CH3:3].[H-].[Na+].Cl[C:8]1[N:16]=[C:15]([Cl:17])[CH:14]=[CH:13][C:9]=1[C:10]([NH2:12])=[O:11]. (2) Given the product [C:20]([C:24]1[CH:25]=[C:26]([NH:43][C:17](=[O:19])[CH2:16][C:13]2[CH:12]=[CH:11][C:10]([N:3]3[C:4]4=[N:5][CH:6]=[CH:7][CH:8]=[C:9]4[N:1]=[CH:2]3)=[CH:15][CH:14]=2)[N:27]([C:29]2[CH:34]=[CH:33][CH:32]=[C:31]([CH2:35][N:36]3[CH2:37][CH2:38][N:39]([CH3:42])[CH2:40][CH2:41]3)[CH:30]=2)[N:28]=1)([CH3:23])([CH3:21])[CH3:22], predict the reactants needed to synthesize it. The reactants are: [N:1]1[C:9]2[C:4](=[N:5][CH:6]=[CH:7][CH:8]=2)[N:3]([C:10]2[CH:15]=[CH:14][C:13]([CH2:16][C:17]([OH:19])=O)=[CH:12][CH:11]=2)[CH:2]=1.[C:20]([C:24]1[CH:25]=[C:26]([NH2:43])[N:27]([C:29]2[CH:34]=[CH:33][CH:32]=[C:31]([CH2:35][N:36]3[CH2:41][CH2:40][N:39]([CH3:42])[CH2:38][CH2:37]3)[CH:30]=2)[N:28]=1)([CH3:23])([CH3:22])[CH3:21]. (3) The reactants are: C(OC(=O)/[CH:5]=[CH:6]/[C:7]1[CH:12]=[CH:11][CH:10]=[C:9]([S:13][C:14]2[CH:19]=[CH:18][C:17]([N:20]([CH3:22])[CH3:21])=[CH:16][CH:15]=2)[CH:8]=1)C.[NH2:24][OH:25].[OH-:26].[K+].[CH3:28]O. Given the product [CH3:22][N:20]([CH3:21])[C:17]1[CH:16]=[CH:15][C:14]([S:13][C:9]2[CH:8]=[C:7]([C:6](=[CH2:5])[C:28]([NH:24][OH:25])=[O:26])[CH:12]=[CH:11][CH:10]=2)=[CH:19][CH:18]=1, predict the reactants needed to synthesize it.